This data is from Full USPTO retrosynthesis dataset with 1.9M reactions from patents (1976-2016). The task is: Predict the reactants needed to synthesize the given product. (1) Given the product [C:18]([O:17][C:15]([N:11]1[CH2:12][CH2:13][N:14]([CH2:2][B-:3]([F:6])([F:5])[F:4])[C@@H:9]([CH3:8])[CH2:10]1)=[O:16])([CH3:21])([CH3:19])[CH3:20].[K+:7], predict the reactants needed to synthesize it. The reactants are: Br[CH2:2][B-:3]([F:6])([F:5])[F:4].[K+:7].[CH3:8][C@@H:9]1[NH:14][CH2:13][CH2:12][N:11]([C:15]([O:17][C:18]([CH3:21])([CH3:20])[CH3:19])=[O:16])[CH2:10]1.C([O-])([O-])=O.[K+].[K+]. (2) Given the product [F:1][C:2]1[N:3]([S:41]([C:35]2[CH:40]=[CH:39][CH:38]=[CH:37][CH:36]=2)(=[O:43])=[O:42])[C:4]([C:12]2[CH:17]=[CH:16][CH:15]=[CH:14][CH:13]=2)=[CH:5][C:6]=1[C:7]([O:9][CH2:10][CH3:11])=[O:8], predict the reactants needed to synthesize it. The reactants are: [F:1][C:2]1[NH:3][C:4]([C:12]2[CH:17]=[CH:16][CH:15]=[CH:14][CH:13]=2)=[CH:5][C:6]=1[C:7]([O:9][CH2:10][CH3:11])=[O:8].[H-].[Na+].C1OCCOCCOCCOCCOC1.[C:35]1([S:41](Cl)(=[O:43])=[O:42])[CH:40]=[CH:39][CH:38]=[CH:37][CH:36]=1. (3) Given the product [NH2:4][C:5]1[CH:6]=[C:7]([C:8]2[N:14]([CH:15]3[CH2:20][CH2:19][CH2:18][CH2:17][CH2:16]3)[C:12](=[O:13])[NH:11][N:10]=2)[CH:21]=[CH:22][CH:23]=1, predict the reactants needed to synthesize it. The reactants are: C([NH:4][C:5]1[CH:6]=[C:7]([CH:21]=[CH:22][CH:23]=1)[C:8]([NH:10][NH:11][C:12]([NH:14][CH:15]1[CH2:20][CH2:19][CH2:18][CH2:17][CH2:16]1)=[O:13])=O)(=O)C. (4) The reactants are: [C:1]([O:5][C:6]([NH:8][CH:9]1[CH2:13][CH:12]([C:14]([O:16]CC)=[O:15])[CH:11]([CH2:19][CH3:20])[CH2:10]1)=[O:7])([CH3:4])([CH3:3])[CH3:2].[OH-].[Na+]. Given the product [C:1]([O:5][C:6]([NH:8][CH:9]1[CH2:13][CH:12]([C:14]([OH:16])=[O:15])[CH:11]([CH2:19][CH3:20])[CH2:10]1)=[O:7])([CH3:4])([CH3:3])[CH3:2], predict the reactants needed to synthesize it. (5) Given the product [ClH:46].[NH2:18][CH2:17][CH2:16][CH2:15][O:14][C:13]1[CH:26]=[CH:27][C:10]([C:8]([NH:7][C:4]2[CH:5]=[CH:6][C:1]([C:40]3[CH:45]=[CH:44][CH:43]=[CH:42][CH:41]=3)=[CH:2][CH:3]=2)=[O:9])=[CH:11][C:12]=1[NH:28][C:29]([C:31]1([N:34]2[CH2:35][CH2:36][O:37][CH2:38][CH2:39]2)[CH2:32][CH2:33]1)=[O:30], predict the reactants needed to synthesize it. The reactants are: [C:1]1([C:40]2[CH:45]=[CH:44][CH:43]=[CH:42][CH:41]=2)[CH:6]=[CH:5][C:4]([NH:7][C:8]([C:10]2[CH:27]=[CH:26][C:13]([O:14][CH2:15][CH2:16][CH2:17][NH:18]C(=O)OC(C)(C)C)=[C:12]([NH:28][C:29]([C:31]3([N:34]4[CH2:39][CH2:38][O:37][CH2:36][CH2:35]4)[CH2:33][CH2:32]3)=[O:30])[CH:11]=2)=[O:9])=[CH:3][CH:2]=1.[ClH:46]. (6) Given the product [C:10]([C:12]1[CH:41]=[CH:40][C:15]([O:16][CH2:17][CH:18]([F:7])[CH2:19][N:20]2[CH2:27][CH:26]3[O:28][CH:22]([CH2:23][N:24]([CH2:29][CH2:30][NH:31][C:32](=[O:38])[O:33][C:34]([CH3:37])([CH3:36])[CH3:35])[CH2:25]3)[CH2:21]2)=[CH:14][CH:13]=1)#[N:11], predict the reactants needed to synthesize it. The reactants are: CCN(S(F)(F)[F:7])CC.[C:10]([C:12]1[CH:41]=[CH:40][C:15]([O:16][CH2:17][C@@H:18](O)[CH2:19][N:20]2[CH2:27][CH:26]3[O:28][CH:22]([CH2:23][N:24]([CH2:29][CH2:30][NH:31][C:32](=[O:38])[O:33][C:34]([CH3:37])([CH3:36])[CH3:35])[CH2:25]3)[CH2:21]2)=[CH:14][CH:13]=1)#[N:11].